Predict which catalyst facilitates the given reaction. From a dataset of Catalyst prediction with 721,799 reactions and 888 catalyst types from USPTO. (1) Reactant: CON(C)[C:4]([C:6]1[C:15](=[O:16])[C:14]2[C:9](=[CH:10][CH:11]=[CH:12][CH:13]=2)[N:8]([CH2:17][C:18]2[CH:23]=[CH:22][CH:21]=[C:20]([Br:24])[N:19]=2)[CH:7]=1)=[O:5].[Cl:26][C:27]1[S:31][C:30]([Mg]Br)=[CH:29][CH:28]=1. Product: [Br:24][C:20]1[N:19]=[C:18]([CH2:17][N:8]2[C:9]3[C:14](=[CH:13][CH:12]=[CH:11][CH:10]=3)[C:15](=[O:16])[C:6]([C:4]([C:30]3[S:31][C:27]([Cl:26])=[CH:28][CH:29]=3)=[O:5])=[CH:7]2)[CH:23]=[CH:22][CH:21]=1. The catalyst class is: 1. (2) Reactant: C([Si]([O:8][C:9](=O)[CH:10]=[CH:11][C:12]1[CH:17]=[CH:16][CH:15]=[CH:14][C:13]=1[O:18][Si:19]([C:22]([CH3:25])([CH3:24])[CH3:23])([CH3:21])[CH3:20])(C)C)(C)(C)C.C(Cl)(=O)C([Cl:30])=O. Product: [C:22]([Si:19]([CH3:21])([CH3:20])[O:18][C:13]1[CH:14]=[CH:15][CH:16]=[CH:17][C:12]=1[CH:11]=[CH:10][C:9]([Cl:30])=[O:8])([CH3:25])([CH3:24])[CH3:23]. The catalyst class is: 120. (3) Reactant: [C:1]1(NS(C(F)(F)F)(=O)=O)[CH:6]=[CH:5][CH:4]=[CH:3][CH:2]=1.[CH3:15][C:16]([N:18]([CH3:20])C)=O.[CH2:21]([O:28][C:29]1[CH:30]=[C:31](B(O)O)[CH:32]=[CH:33][CH:34]=1)[C:22]1[CH:27]=[CH:26][CH:25]=[CH:24][CH:23]=1.[C:38](=O)([O-])[O-].[K+].[K+].[CH2:44]1[CH2:48]O[CH2:46][CH2:45]1. Product: [CH2:20]([N:18]1[CH:16]2[CH2:15][CH2:48][CH:44]1[CH:45]=[C:46]([C:31]1[CH:32]=[CH:33][CH:34]=[C:29]([O:28][CH2:21][C:22]3[CH:27]=[CH:26][CH:25]=[CH:24][CH:23]=3)[CH:30]=1)[CH2:38]2)[C:1]1[CH:6]=[CH:5][CH:4]=[CH:3][CH:2]=1. The catalyst class is: 73. (4) Reactant: Cl.[F:2][C:3]1([F:7])[CH2:6][NH:5][CH2:4]1.C(N(C(C)C)C(C)C)C.[Br:17][C:18]1[CH:19]=[C:20]([S:25](Cl)(=[O:27])=[O:26])[CH:21]=[CH:22][C:23]=1[F:24]. Product: [Br:17][C:18]1[CH:19]=[C:20]([S:25]([N:5]2[CH2:6][C:3]([F:7])([F:2])[CH2:4]2)(=[O:26])=[O:27])[CH:21]=[CH:22][C:23]=1[F:24]. The catalyst class is: 4. (5) Reactant: Br[C:2]1[CH:3]=[CH:4][C:5]2[CH:9]=[CH:8][O:7][C:6]=2[CH:10]=1.[F:11][C:12]1[CH:20]=[C:19]2[C:15]([C:16](B3OC(C)(C)C(C)(C)O3)=[CH:17][N:18]2[C:21]([O:23][C:24]([CH3:27])([CH3:26])[CH3:25])=[O:22])=[CH:14][CH:13]=1.C([O-])([O-])=O.[K+].[K+]. Product: [O:7]1[C:6]2[CH:10]=[C:2]([C:16]3[C:15]4[C:19](=[CH:20][C:12]([F:11])=[CH:13][CH:14]=4)[N:18]([C:21]([O:23][C:24]([CH3:27])([CH3:26])[CH3:25])=[O:22])[CH:17]=3)[CH:3]=[CH:4][C:5]=2[CH:9]=[CH:8]1. The catalyst class is: 75. (6) Reactant: [Cl:1][C:2]1[N:7]=[C:6]2[S:8][C:9](=[O:11])[NH:10][C:5]2=[CH:4][CH:3]=1.CN1C(=O)CCC1.C(=O)([O-])[O-].[Cs+].[Cs+].Br[CH2:26][CH:27]1[CH2:29][C:28]1([F:31])[F:30]. Product: [Cl:1][C:2]1[N:7]=[C:6]2[S:8][C:9](=[O:11])[N:10]([CH2:26][CH:27]3[CH2:29][C:28]3([F:31])[F:30])[C:5]2=[CH:4][CH:3]=1. The catalyst class is: 684. (7) Reactant: [O-][N+:2]1[C:7]2[CH:8]=[CH:9][CH:10]=[CH:11][C:6]=2[N:5]=[C:4]([N:12]2[CH2:17][CH2:16][CH:15]([CH2:18][C:19]([NH:21][C:22]3[CH:31]=[CH:30][CH:29]=[CH:28][C:23]=3[C:24]([O:26][CH3:27])=[O:25])=[O:20])[CH2:14][CH2:13]2)[N:3]=1. Product: [N:2]1[C:7]2[CH:8]=[CH:9][CH:10]=[CH:11][C:6]=2[N:5]=[C:4]([N:12]2[CH2:13][CH2:14][CH:15]([CH2:18][C:19]([NH:21][C:22]3[CH:31]=[CH:30][CH:29]=[CH:28][C:23]=3[C:24]([O:26][CH3:27])=[O:25])=[O:20])[CH2:16][CH2:17]2)[N:3]=1. The catalyst class is: 29.